From a dataset of Full USPTO retrosynthesis dataset with 1.9M reactions from patents (1976-2016). Predict the reactants needed to synthesize the given product. (1) Given the product [NH2:1][C:2]1[N:7]=[CH:6][N:5]=[C:4]2[N:8]([CH2:19][CH2:20][N:21]([CH2:22][C:23]3[CH:28]=[CH:27][CH:26]=[CH:25][C:24]=3[F:29])[C:30](=[O:33])[CH:31]=[CH2:32])[N:9]=[C:10]([C:11]3[CH:12]=[C:13]([OH:18])[CH:14]=[C:15]([F:17])[CH:16]=3)[C:3]=12, predict the reactants needed to synthesize it. The reactants are: [NH2:1][C:2]1[N:7]=[CH:6][N:5]=[C:4]2[N:8]([CH2:19][CH2:20][NH:21][CH2:22][C:23]3[CH:28]=[CH:27][CH:26]=[CH:25][C:24]=3[F:29])[N:9]=[C:10]([C:11]3[CH:12]=[C:13]([OH:18])[CH:14]=[C:15]([F:17])[CH:16]=3)[C:3]=12.[C:30](Cl)(=[O:33])[CH:31]=[CH2:32]. (2) Given the product [Cl:14][C:13]1[C:8]([N:1]2[CH2:6][CH2:5][NH:4][CH2:3][CH2:2]2)=[N:9][CH:10]=[C:11]([Cl:15])[CH:12]=1, predict the reactants needed to synthesize it. The reactants are: [NH:1]1[CH2:6][CH2:5][NH:4][CH2:3][CH2:2]1.Cl[C:8]1[C:13]([Cl:14])=[CH:12][C:11]([Cl:15])=[CH:10][N:9]=1. (3) Given the product [CH3:32][N:33]1[C:41]2[C:36](=[CH:37][CH:38]=[CH:39][CH:40]=2)[CH:35]=[C:34]1[C:42]([NH:1][C@H:2]([C:6]([NH:8][CH:9]([CH:18]([OH:31])[CH2:19][O:20][C:21]1[C:22]([F:30])=[C:23]([F:29])[CH:24]=[C:25]([F:28])[C:26]=1[F:27])[CH2:10][C:11]([O:13][C:14]([CH3:16])([CH3:17])[CH3:15])=[O:12])=[O:7])[CH:3]([CH3:5])[CH3:4])=[O:43], predict the reactants needed to synthesize it. The reactants are: [NH2:1][C@H:2]([C:6]([NH:8][CH:9]([CH:18]([OH:31])[CH2:19][O:20][C:21]1[C:26]([F:27])=[C:25]([F:28])[CH:24]=[C:23]([F:29])[C:22]=1[F:30])[CH2:10][C:11]([O:13][C:14]([CH3:17])([CH3:16])[CH3:15])=[O:12])=[O:7])[CH:3]([CH3:5])[CH3:4].[CH3:32][N:33]1[C:41]2[C:36](=[CH:37][CH:38]=[CH:39][CH:40]=2)[CH:35]=[C:34]1[C:42](O)=[O:43].CN1CCOCC1.C1C=CC2N(O)N=NC=2C=1.CCN=C=NCCCN(C)C. (4) Given the product [NH2:28][CH2:27][C:10]1[C:11]2[C:12](=[C:13]3[C:18](=[C:19]([C:21]4[CH:22]=[CH:23][CH:24]=[CH:25][CH:26]=4)[CH:20]=2)[CH:17]=[N:16][CH:15]=[CH:14]3)[N:8]([C:5]2[CH:4]=[CH:3][C:2]([F:1])=[CH:7][CH:6]=2)[N:9]=1, predict the reactants needed to synthesize it. The reactants are: [F:1][C:2]1[CH:7]=[CH:6][C:5]([N:8]2[C:12]3=[C:13]4[C:18](=[C:19]([C:21]5[CH:26]=[CH:25][CH:24]=[CH:23][CH:22]=5)[CH:20]=[C:11]3[C:10]([CH2:27][N:28]3C(=O)C5=CC=CC=C5C3=O)=[N:9]2)[CH:17]=[N:16][CH:15]=[CH:14]4)=[CH:4][CH:3]=1.O.NN. (5) The reactants are: Cl[C:2]1[CH:7]=[CH:6][C:5]([N+:8]([O-:10])=[O:9])=[CH:4][N:3]=1.[CH3:11][NH:12][CH2:13][CH2:14][N:15]1[CH2:20][CH2:19][O:18][CH2:17][CH2:16]1. Given the product [CH3:11][N:12]([CH2:13][CH2:14][N:15]1[CH2:20][CH2:19][O:18][CH2:17][CH2:16]1)[C:2]1[CH:7]=[CH:6][C:5]([N+:8]([O-:10])=[O:9])=[CH:4][N:3]=1, predict the reactants needed to synthesize it. (6) Given the product [CH3:49][O:50][C:51]1[CH:52]=[C:53]([C:59]2[CH:64]=[CH:63][CH:62]=[C:61]([NH:65][C:22]([C:17]3[C:18](=[O:21])[O:19][C:20]4[C:15]([CH:16]=3)=[CH:14][CH:13]=[CH:12][C:11]=4[OH:10])=[O:24])[CH:60]=2)[CH:54]=[CH:55][C:56]=1[O:57][CH3:58], predict the reactants needed to synthesize it. The reactants are: CCN(C(C)C)C(C)C.[OH:10][C:11]1[CH:12]=[CH:13][CH:14]=[C:15]2[C:20]=1[O:19][C:18](=[O:21])[C:17]([C:22]([OH:24])=O)=[CH:16]2.CN(C(ON1N=NC2C=CC=NC1=2)=[N+](C)C)C.F[P-](F)(F)(F)(F)F.[CH3:49][O:50][C:51]1[CH:52]=[C:53]([C:59]2[CH:64]=[CH:63][CH:62]=[C:61]([NH2:65])[CH:60]=2)[CH:54]=[CH:55][C:56]=1[O:57][CH3:58].